Dataset: CYP1A2 inhibition data for predicting drug metabolism from PubChem BioAssay. Task: Regression/Classification. Given a drug SMILES string, predict its absorption, distribution, metabolism, or excretion properties. Task type varies by dataset: regression for continuous measurements (e.g., permeability, clearance, half-life) or binary classification for categorical outcomes (e.g., BBB penetration, CYP inhibition). Dataset: cyp1a2_veith. The drug is C[C@@]12CC[C@@H]3c4ccc(OP(=O)(O)O)cc4CC[C@@H]3[C@H]1CCC2=O. The result is 0 (non-inhibitor).